From a dataset of Peptide-MHC class I binding affinity with 185,985 pairs from IEDB/IMGT. Regression. Given a peptide amino acid sequence and an MHC pseudo amino acid sequence, predict their binding affinity value. This is MHC class I binding data. The MHC is Mamu-A02 with pseudo-sequence Mamu-A02. The peptide sequence is WTLYAVATTF. The binding affinity (normalized) is 0.898.